Dataset: Full USPTO retrosynthesis dataset with 1.9M reactions from patents (1976-2016). Task: Predict the reactants needed to synthesize the given product. (1) Given the product [CH3:27][C:28]1[CH:33]=[C:32]([CH3:34])[N:31]=[C:30]([N:35]2[CH2:36][CH2:37][N:38]([CH2:12][CH2:13][CH2:14][CH2:15][C:16]3[C:24]4[C:19](=[CH:20][CH:21]=[C:22]([O:25][CH3:26])[CH:23]=4)[NH:18][CH:17]=3)[CH2:39][CH2:40]2)[N:29]=1, predict the reactants needed to synthesize it. The reactants are: CC1C=CC(S(O[CH2:12][CH2:13][CH2:14][CH2:15][C:16]2[C:24]3[C:19](=[CH:20][CH:21]=[C:22]([O:25][CH3:26])[CH:23]=3)[NH:18][CH:17]=2)(=O)=O)=CC=1.[CH3:27][C:28]1[CH:33]=[C:32]([CH3:34])[N:31]=[C:30]([N:35]2[CH2:40][CH2:39][NH:38][CH2:37][CH2:36]2)[N:29]=1.C(=O)([O-])[O-].[K+].[K+].[I-].[K+]. (2) Given the product [CH2:31]([O:30][C:24]1[CH:23]=[C:22]2[C:27](=[CH:26][C:25]=1[O:28][CH3:29])[C:17](/[CH:16]=[CH:15]/[C:13]1[CH:14]=[C:9]([O:8][CH2:1][C:2]3[CH:7]=[CH:6][CH:5]=[CH:4][CH:3]=3)[C:10]([O:42][CH3:43])=[CH:11][C:12]=1[C:38]([CH3:41])([CH3:40])[CH3:39])=[N:19][CH2:20][CH2:21]2)[C:32]1[CH:33]=[CH:34][CH:35]=[CH:36][CH:37]=1, predict the reactants needed to synthesize it. The reactants are: [CH2:1]([O:8][C:9]1[C:10]([O:42][CH3:43])=[CH:11][C:12]([C:38]([CH3:41])([CH3:40])[CH3:39])=[C:13](/[CH:15]=[CH:16]/[C:17]([NH:19][CH2:20][CH2:21][C:22]2[CH:27]=[CH:26][C:25]([O:28][CH3:29])=[C:24]([O:30][CH2:31][C:32]3[CH:37]=[CH:36][CH:35]=[CH:34][CH:33]=3)[CH:23]=2)=O)[CH:14]=1)[C:2]1[CH:7]=[CH:6][CH:5]=[CH:4][CH:3]=1.O=P(Cl)(Cl)Cl.